Predict which catalyst facilitates the given reaction. From a dataset of Catalyst prediction with 721,799 reactions and 888 catalyst types from USPTO. (1) Reactant: [Cl:1][C:2]1[CH:7]=[CH:6][C:5]([S:8](Cl)(=[O:10])=[O:9])=[CH:4][CH:3]=1.[NH2:12][C:13]1[CH:22]=[C:21]2[C:16]([CH2:17][CH2:18][N:19]([C:23]3[CH:24]=[CH:25][CH:26]=[C:27]4[C:31]=3[C:30](=[O:32])[N:29]([CH2:33][CH2:34][C:35]3[CH:44]=[CH:43][C:42]5[C:37](=[CH:38][CH:39]=[CH:40][CH:41]=5)[N:36]=3)[CH2:28]4)[CH2:20]2)=[CH:15][CH:14]=1.C([O-])(O)=O.[Na+]. Product: [Cl:1][C:2]1[CH:7]=[CH:6][C:5]([S:8]([NH:12][C:13]2[CH:22]=[C:21]3[C:16]([CH2:17][CH2:18][N:19]([C:23]4[CH:24]=[CH:25][CH:26]=[C:27]5[C:31]=4[C:30](=[O:32])[N:29]([CH2:33][CH2:34][C:35]4[CH:44]=[CH:43][C:42]6[C:37](=[CH:38][CH:39]=[CH:40][CH:41]=6)[N:36]=4)[CH2:28]5)[CH2:20]3)=[CH:15][CH:14]=2)(=[O:10])=[O:9])=[CH:4][CH:3]=1. The catalyst class is: 17. (2) Reactant: B.[CH3:2]SC.[C:5]([O:9][C:10]([N:12]1[CH2:24][C@@H:23]([CH3:25])[N:22]2[C@H:14]([CH2:15][C:16]3[C:21]2=[N:20][C:19]([CH2:26][O:27]CCO)=[CH:18][CH:17]=3)[CH2:13]1)=[O:11])([CH3:8])([CH3:7])[CH3:6]. Product: [C:5]([O:9][C:10]([N:12]1[CH2:24][C@@H:23]([CH3:25])[N:22]2[C@H:14]([CH2:15][C:16]3[C:21]2=[N:20][C:19]([C@@H:26]([OH:27])[CH3:2])=[CH:18][CH:17]=3)[CH2:13]1)=[O:11])([CH3:6])([CH3:7])[CH3:8]. The catalyst class is: 1. (3) Reactant: [CH2:1]([C:3](=[CH:9][CH2:10][O:11][C@@H:12]1[CH2:17][CH2:16][CH2:15][C@H:14]([O:18][CH2:19][C:20]2[N:21]=[C:22]([C:26]3[CH:31]=[CH:30][C:29]([F:32])=[CH:28][CH:27]=3)[O:23][C:24]=2[CH3:25])[CH2:13]1)[C:4]([O:6]CC)=[O:5])[CH3:2].[OH-].[Na+].Cl. Product: [CH2:1]([C:3](=[CH:9][CH2:10][O:11][C@@H:12]1[CH2:17][CH2:16][CH2:15][C@H:14]([O:18][CH2:19][C:20]2[N:21]=[C:22]([C:26]3[CH:31]=[CH:30][C:29]([F:32])=[CH:28][CH:27]=3)[O:23][C:24]=2[CH3:25])[CH2:13]1)[C:4]([OH:6])=[O:5])[CH3:2]. The catalyst class is: 125. (4) Reactant: Cl[C:2]1[C:7]([CH2:8][C:9]([O:11][CH3:12])=[O:10])=[C:6]([Cl:13])[N:5]=[C:4]([CH2:14][C:15]2[CH:20]=[CH:19][C:18]([N+:21]([O-:23])=[O:22])=[CH:17][CH:16]=2)[N:3]=1.[CH:24]([N:27](CC)[CH:28](C)C)(C)C.Cl.CNC. Product: [Cl:13][C:6]1[C:7]([CH2:8][C:9]([O:11][CH3:12])=[O:10])=[C:2]([N:27]([CH3:28])[CH3:24])[N:3]=[C:4]([CH2:14][C:15]2[CH:20]=[CH:19][C:18]([N+:21]([O-:23])=[O:22])=[CH:17][CH:16]=2)[N:5]=1. The catalyst class is: 3. (5) Reactant: [NH2:1][CH2:2][CH2:3][C:4]1[C:12]2[C:7](=[CH:8][CH:9]=[CH:10][CH:11]=2)[NH:6][CH:5]=1.C(N(CC)CC)C.[C:20](Cl)(Cl)=[S:21].[NH2:24][CH2:25][CH:26]1[CH2:31][CH2:30][C:29]([N:38]([CH3:40])[CH3:39])([C:32]2[CH:37]=[CH:36][CH:35]=[CH:34][CH:33]=2)[CH2:28][CH2:27]1. Product: [CH3:39][N:38]([CH3:40])[C:29]1([C:32]2[CH:37]=[CH:36][CH:35]=[CH:34][CH:33]=2)[CH2:30][CH2:31][CH:26]([CH2:25][NH:24][C:20]([NH:1][CH2:2][CH2:3][C:4]2[C:12]3[C:7](=[CH:8][CH:9]=[CH:10][CH:11]=3)[NH:6][CH:5]=2)=[S:21])[CH2:27][CH2:28]1. The catalyst class is: 22. (6) Reactant: [O:1]([C:8]1[CH:28]=[CH:27][C:11]([O:12][C:13]2[CH:18]=[CH:17][N:16]=[CH:15][C:14]=2[C:19]2[CH:24]=[CH:23][C:22]([CH2:25][NH2:26])=[CH:21][CH:20]=2)=[CH:10][CH:9]=1)[C:2]1[CH:7]=[CH:6][CH:5]=[CH:4][CH:3]=1.N1C=CC=CC=1.CN1C[CH2:39][CH2:38][C:37]1=[O:41]. Product: [O:1]([C:8]1[CH:9]=[CH:10][C:11]([O:12][C:13]2[CH:18]=[CH:17][N:16]=[CH:15][C:14]=2[C:19]2[CH:24]=[CH:23][C:22]([CH2:25][NH:26][C:37](=[O:41])[CH2:38][CH3:39])=[CH:21][CH:20]=2)=[CH:27][CH:28]=1)[C:2]1[CH:7]=[CH:6][CH:5]=[CH:4][CH:3]=1. The catalyst class is: 4.